From a dataset of Reaction yield outcomes from USPTO patents with 853,638 reactions. Predict the reaction yield, written as a fraction of the theoretical maximum amount of product (1.0 means a 100% yield; for example, 0.34 means a 34% yield). (1) The reactants are [C:1]([O:5][C:6]([N:8]1[CH2:12][CH2:11][C@@H:10]([O:13][Si:14]([C:17]([CH3:20])([CH3:19])[CH3:18])([CH3:16])[CH3:15])[C@H:9]1[CH:21]=O)=[O:7])([CH3:4])([CH3:3])[CH3:2].[NH2:23][C:24]1[CH:31]=[CH:30][C:27]([C:28]#[N:29])=[C:26]([Cl:32])[C:25]=1[CH3:33].[BH-](OC(C)=O)(OC(C)=O)OC(C)=O.[Na+].CC(O)=O. The catalyst is CN(C=O)C.C(Cl)Cl.CCOC(C)=O. The product is [C:1]([O:5][C:6]([N:8]1[CH2:12][CH2:11][C@@H:10]([O:13][Si:14]([C:17]([CH3:20])([CH3:19])[CH3:18])([CH3:16])[CH3:15])[C@H:9]1[CH2:21][NH:23][C:24]1[CH:31]=[CH:30][C:27]([C:28]#[N:29])=[C:26]([Cl:32])[C:25]=1[CH3:33])=[O:7])([CH3:2])([CH3:3])[CH3:4]. The yield is 0.630. (2) The reactants are FC1C=C(CN)C=NC=1.[O:10]1[CH:14]=[C:13]([CH2:15][NH2:16])[N:12]=[CH:11]1.[CH2:17]([N:21]1[CH2:25][CH2:24][N:23]([C:26]2[S:27][C:28]([C:32](O)=[O:33])=[C:29]([CH3:31])[N:30]=2)[C:22]1=[O:35])[CH:18]([CH3:20])[CH3:19]. No catalyst specified. The product is [CH2:17]([N:21]1[CH2:25][CH2:24][N:23]([C:26]2[S:27][C:28]([C:32]([NH:16][CH2:15][C:13]3[N:12]=[CH:11][O:10][CH:14]=3)=[O:33])=[C:29]([CH3:31])[N:30]=2)[C:22]1=[O:35])[CH:18]([CH3:20])[CH3:19]. The yield is 0.170. (3) The reactants are [CH3:1][O:2][C:3]1[C:8]([CH:9]=[O:10])=[CH:7][CH:6]=[CH:5][N:4]=1.[OH-].[K+].[N+:13]([CH2:15][C:16]([N:18]1[CH2:22][CH2:21][CH2:20][CH2:19]1)=[O:17])#[C-:14]. The catalyst is CO. The product is [CH3:1][O:2][C:3]1[C:8]([C@@H:9]2[O:10][CH:14]=[N:13][C@H:15]2[C:16]([N:18]2[CH2:22][CH2:21][CH2:20][CH2:19]2)=[O:17])=[CH:7][CH:6]=[CH:5][N:4]=1. The yield is 0.500. (4) The reactants are [C:1]([O:5][C:6]([N:8]1[CH2:13][CH2:12][CH:11]([CH2:14]O)[CH2:10][CH2:9]1)=[O:7])([CH3:4])([CH3:3])[CH3:2].C(N(C(C)C)CC)(C)C.FC(F)(F)S(O)(=O)=O.[NH:33]1[CH:37]=[N:36][CH:35]=[N:34]1.C(=O)([O-])O.[Na+]. The catalyst is ClCCl.C1COCC1. The product is [C:1]([O:5][C:6]([N:8]1[CH2:13][CH2:12][CH:11]([CH2:14][N:33]2[CH:37]=[N:36][CH:35]=[N:34]2)[CH2:10][CH2:9]1)=[O:7])([CH3:4])([CH3:3])[CH3:2]. The yield is 0.360. (5) The reactants are [CH3:1][C:2]1[O:6][N:5]=[C:4]([C:7]2[CH:12]=[CH:11][CH:10]=[CH:9][CH:8]=2)[C:3]=1[C:13]1[O:17][C:16]([C:18]2[CH:26]=[CH:25][C:21]([C:22](O)=[O:23])=[CH:20][CH:19]=2)=[N:15][N:14]=1.C([N:29]1[CH:33]=[CH:32][N:31]=[CH:30]1)([N:29]1[CH:33]=[CH:32][N:31]=[CH:30]1)=O. The catalyst is O1CCCC1. The product is [N:29]1([C:22]([C:21]2[CH:25]=[CH:26][C:18]([C:16]3[O:17][C:13]([C:3]4[C:4]([C:7]5[CH:8]=[CH:9][CH:10]=[CH:11][CH:12]=5)=[N:5][O:6][C:2]=4[CH3:1])=[N:14][N:15]=3)=[CH:19][CH:20]=2)=[O:23])[CH:33]=[CH:32][N:31]=[CH:30]1. The yield is 0.690.